This data is from Catalyst prediction with 721,799 reactions and 888 catalyst types from USPTO. The task is: Predict which catalyst facilitates the given reaction. (1) Reactant: Br[C:2]1[C:7]([CH3:8])=[CH:6][C:5]([NH:9][C:10]([NH:12][C:13]2[CH:18]=[C:17]([C:19]([F:22])([F:21])[F:20])[CH:16]=[CH:15][C:14]=2[F:23])=[O:11])=[C:4]([F:24])[CH:3]=1.[B:25]1([B:25]2[O:29][C:28]([CH3:31])([CH3:30])[C:27]([CH3:33])([CH3:32])[O:26]2)[O:29][C:28]([CH3:31])([CH3:30])[C:27]([CH3:33])([CH3:32])[O:26]1.CC([O-])=O.[K+].CCOC(C)=O. Product: [F:24][C:4]1[CH:3]=[C:2]([B:25]2[O:29][C:28]([CH3:31])([CH3:30])[C:27]([CH3:33])([CH3:32])[O:26]2)[C:7]([CH3:8])=[CH:6][C:5]=1[NH:9][C:10]([NH:12][C:13]1[CH:18]=[C:17]([C:19]([F:22])([F:21])[F:20])[CH:16]=[CH:15][C:14]=1[F:23])=[O:11]. The catalyst class is: 75. (2) Reactant: [NH2:1][C:2]1[CH2:6][CH2:5][C:4](=[O:7])[CH:3]=1.[Br:8][C:9]1[CH:10]=[C:11]([CH:14]=[CH:15][C:16]=1[F:17])[CH:12]=O.[CH2:18]([N:25]1[CH2:30][C:29](=O)[CH2:28][C:27](=[O:32])[CH2:26]1)[C:19]1[CH:24]=[CH:23][CH:22]=[CH:21][CH:20]=1. Product: [CH2:18]([N:25]1[CH2:30][C:29]2[NH:1][C:2]3[CH2:6][CH2:5][C:4](=[O:7])[C:3]=3[CH:12]([C:11]3[CH:14]=[CH:15][C:16]([F:17])=[C:9]([Br:8])[CH:10]=3)[C:28]=2[C:27](=[O:32])[CH2:26]1)[C:19]1[CH:20]=[CH:21][CH:22]=[CH:23][CH:24]=1. The catalyst class is: 8. (3) Reactant: C[O:2][C:3](=[O:16])[C:4]1[CH:9]=[C:8]([CH2:10][CH:11]([CH3:13])[CH3:12])[C:7]([O:14][CH3:15])=[N:6][CH:5]=1. Product: [CH2:10]([C:8]1[C:7]([O:14][CH3:15])=[N:6][CH:5]=[C:4]([CH:9]=1)[C:3]([OH:16])=[O:2])[CH:11]([CH3:13])[CH3:12]. The catalyst class is: 33. (4) Reactant: [C:1]([O:5][C:6]([NH:8][CH2:9][CH2:10][CH2:11][CH2:12][C@H:13]([NH:21][S:22](N1CCOC1=O)(=[O:24])=[O:23])[C:14]([O:16][C:17]([CH3:20])([CH3:19])[CH3:18])=[O:15])=[O:7])([CH3:4])([CH3:3])[CH3:2].[NH2:31][C@@H:32]1[CH2:47][C:46]2=[CH:48][CH:49]=[C:43]([CH:44]=[CH:45]2)[O:42][CH2:41][CH2:40][CH2:39][CH2:38][O:37][CH2:36][C@H:35]([CH:50]([CH3:52])[CH3:51])[NH:34][C:33]1=[O:53].O1CCNC1. Product: [C:1]([O:5][C:6]([NH:8][CH2:9][CH2:10][CH2:11][CH2:12][C@H:13]([NH:21][S:22](=[O:23])(=[O:24])[NH:31][C@@H:32]1[CH2:47][C:46]2=[CH:45][CH:44]=[C:43]([CH:49]=[CH:48]2)[O:42][CH2:41][CH2:40][CH2:39][CH2:38][O:37][CH2:36][C@H:35]([CH:50]([CH3:51])[CH3:52])[NH:34][C:33]1=[O:53])[C:14]([O:16][C:17]([CH3:18])([CH3:19])[CH3:20])=[O:15])=[O:7])([CH3:3])([CH3:2])[CH3:4]. The catalyst class is: 10. (5) Reactant: [Br:1][C:2]1[CH:3]=[C:4]([CH:8]=[C:9]([F:11])[CH:10]=1)[C:5]([OH:7])=O.[CH3:12][N:13]([CH3:22])[CH2:14][CH2:15][N:16]1[CH2:21][CH2:20][NH:19][CH2:18][CH2:17]1.CN(C(ON1N=NC2C=CC=CC1=2)=[N+](C)C)C.[B-](F)(F)(F)F. Product: [Br:1][C:2]1[CH:3]=[C:4]([CH:8]=[C:9]([F:11])[CH:10]=1)[C:5]([N:19]1[CH2:20][CH2:21][N:16]([CH2:15][CH2:14][N:13]([CH3:22])[CH3:12])[CH2:17][CH2:18]1)=[O:7]. The catalyst class is: 3. (6) Reactant: Br[CH2:2][C:3]1[CH:4]=[C:5]([C:9]2([C:12]([F:15])([F:14])[F:13])[N:11]=[N:10]2)[CH:6]=[CH:7][CH:8]=1.[C:16]1(=[O:26])[NH:20][C:19](=[O:21])[C:18]2=[CH:22][CH:23]=[CH:24][CH:25]=[C:17]12.[K]. Product: [F:13][C:12]([F:15])([F:14])[C:9]1([C:5]2[CH:4]=[C:3]([CH:8]=[CH:7][CH:6]=2)[CH2:2][N:20]2[C:16](=[O:26])[C:17]3[C:18](=[CH:22][CH:23]=[CH:24][CH:25]=3)[C:19]2=[O:21])[NH:11][NH:10]1. The catalyst class is: 9.